Dataset: Catalyst prediction with 721,799 reactions and 888 catalyst types from USPTO. Task: Predict which catalyst facilitates the given reaction. (1) The catalyst class is: 18. Product: [Cl:1][C:2]1[CH:28]=[CH:27][C:5]([CH2:6][N:7]2[C:12](=[O:13])[C:11]([CH2:14][O:30][CH3:29])=[N:10][N:9]([C:16]3[CH:17]=[C:18]([NH:22][C:23](=[O:25])[CH3:24])[CH:19]=[CH:20][CH:21]=3)[C:8]2=[O:26])=[CH:4][CH:3]=1. Reactant: [Cl:1][C:2]1[CH:28]=[CH:27][C:5]([CH2:6][N:7]2[C:12](=[O:13])[C:11]([CH2:14]I)=[N:10][N:9]([C:16]3[CH:17]=[C:18]([NH:22][C:23](=[O:25])[CH3:24])[CH:19]=[CH:20][CH:21]=3)[C:8]2=[O:26])=[CH:4][CH:3]=1.[CH3:29][O-:30].[Na+]. (2) Reactant: [F:1][CH:2]([F:13])[C:3]1[CH:12]=[C:11]2[C:6]([CH2:7][CH2:8][CH2:9][NH:10]2)=[CH:5][CH:4]=1.Br[C:15]1[C:19]2[CH2:20][N:21]([C:24]([O:26][C:27]([CH3:30])([CH3:29])[CH3:28])=[O:25])[CH2:22][CH2:23][C:18]=2[N:17]([CH:31]2[CH2:36][CH2:35][S:34](=[O:38])(=[O:37])[CH2:33][CH2:32]2)[N:16]=1.C1(P(C2CCCCC2)C2C=CC=CC=2C2C(OC(C)C)=CC=CC=2OC(C)C)CCCCC1.C(O[Na])(C)(C)C. Product: [F:13][CH:2]([F:1])[C:3]1[CH:12]=[C:11]2[C:6]([CH2:7][CH2:8][CH2:9][N:10]2[C:15]2[C:19]3[CH2:20][N:21]([C:24]([O:26][C:27]([CH3:30])([CH3:29])[CH3:28])=[O:25])[CH2:22][CH2:23][C:18]=3[N:17]([CH:31]3[CH2:36][CH2:35][S:34](=[O:37])(=[O:38])[CH2:33][CH2:32]3)[N:16]=2)=[CH:5][CH:4]=1. The catalyst class is: 12. (3) Reactant: [CH3:1][O:2][C:3]([C:5]1[NH:6][C:7]2[C:12]([CH:13]=1)=[CH:11][CH:10]=[C:9]([O:14][CH3:15])[CH:8]=2)=[O:4].C([O-])([O-])=O.[K+].[K+].[CH2:22](Br)[C:23]1[CH:28]=[CH:27][CH:26]=[CH:25][CH:24]=1. Product: [CH2:22]([N:6]1[C:7]2[C:12](=[CH:11][CH:10]=[C:9]([O:14][CH3:15])[CH:8]=2)[CH:13]=[C:5]1[C:3]([O:2][CH3:1])=[O:4])[C:23]1[CH:28]=[CH:27][CH:26]=[CH:25][CH:24]=1. The catalyst class is: 31. (4) Reactant: [F:1][C:2]1[CH:11]=[C:10]([NH:12][S:13]([C:16]2[CH:21]=[CH:20][C:19]([CH:22]=O)=[CH:18][C:17]=2[CH3:24])(=[O:15])=[O:14])[CH:9]=[CH:8][C:3]=1[C:4]([O:6][CH3:7])=[O:5].[C:25]([NH2:29])([CH3:28])([CH3:27])[CH3:26].C([BH3-])#N.[Na+]. Product: [C:25]([NH:29][CH2:22][C:19]1[CH:20]=[CH:21][C:16]([S:13]([NH:12][C:10]2[CH:9]=[CH:8][C:3]([C:4]([O:6][CH3:7])=[O:5])=[C:2]([F:1])[CH:11]=2)(=[O:14])=[O:15])=[C:17]([CH3:24])[CH:18]=1)([CH3:28])([CH3:27])[CH3:26]. The catalyst class is: 7. (5) Reactant: [N+:1]([C:4]1[CH:5]=[CH:6][C:7]([C:17]2[CH:22]=[CH:21][CH:20]=[CH:19][N:18]=2)=[N:8][C:9]=1[NH:10][C:11]1[CH:16]=[CH:15][CH:14]=[CH:13][N:12]=1)([O-])=O.[ClH:23]. Product: [ClH:23].[ClH:23].[N:12]1[CH:13]=[CH:14][CH:15]=[CH:16][C:11]=1[NH:10][C:9]1[N:8]=[C:7]([C:17]2[CH:22]=[CH:21][CH:20]=[CH:19][N:18]=2)[CH:6]=[CH:5][C:4]=1[NH2:1]. The catalyst class is: 78.